From a dataset of Buchwald-Hartwig C-N cross coupling reaction yields with 55,370 reactions. Predict the reaction yield, written as a fraction of the theoretical maximum amount of product (1.0 means a 100% yield; for example, 0.34 means a 34% yield). (1) The reactants are COc1ccc(I)cc1.Cc1ccc(N)cc1.O=S(=O)(O[Pd]1c2ccccc2-c2ccccc2N~1)C(F)(F)F.COc1ccc(OC)c(P([C@]23C[C@H]4C[C@H](C[C@H](C4)C2)C3)[C@]23C[C@H]4C[C@H](C[C@H](C4)C2)C3)c1-c1c(C(C)C)cc(C(C)C)cc1C(C)C.CCN=P(N=P(N(C)C)(N(C)C)N(C)C)(N(C)C)N(C)C.Cc1ccno1. No catalyst specified. The product is COc1ccc(Nc2ccc(C)cc2)cc1. The yield is 0.112. (2) The yield is 0.249. The reactants are Clc1ccccn1.Cc1ccc(N)cc1.O=S(=O)(O[Pd]1c2ccccc2-c2ccccc2N~1)C(F)(F)F.COc1ccc(OC)c(P(C(C)(C)C)C(C)(C)C)c1-c1c(C(C)C)cc(C(C)C)cc1C(C)C.CCN=P(N=P(N(C)C)(N(C)C)N(C)C)(N(C)C)N(C)C.c1ccc(-c2ccno2)cc1. No catalyst specified. The product is Cc1ccc(Nc2ccccn2)cc1.